This data is from M1 muscarinic receptor antagonist screen with 61,756 compounds. The task is: Binary Classification. Given a drug SMILES string, predict its activity (active/inactive) in a high-throughput screening assay against a specified biological target. (1) The drug is s1c2c3CCCCc3ccc2n2CCS(=O)(=O)N=c12. The result is 0 (inactive). (2) The result is 0 (inactive). The molecule is s1c(NC(=O)C2C3CC(C2C(O)=O)CC3)ncc1CC(OC)=O. (3) The drug is S(CC(=O)N1c2c(CCc3c1cccc3)cccc2)c1n(nnn1)CC. The result is 0 (inactive). (4) The molecule is s1c(Cc2ccc(F)cc2)cnc1NC(=O)c1oc(cc1)C. The result is 0 (inactive). (5) The result is 0 (inactive). The compound is O(CCCCCC)C(=O)c1c(N)cccc1. (6) The drug is Clc1ccc(CN2CCN(CC(=O)N3CC(CCC3)C(OCC)=O)C2=O)cc1. The result is 0 (inactive). (7) The compound is o1nc(c2[nH]nc(n2)c2nonc2N)c(n1)C. The result is 0 (inactive).